The task is: Predict the reactants needed to synthesize the given product.. This data is from Full USPTO retrosynthesis dataset with 1.9M reactions from patents (1976-2016). (1) Given the product [CH3:24][C:13]1[N:14]=[C:15]([C:17]2([CH3:23])[CH2:22][CH2:21][CH2:20][CH2:19][CH2:18]2)[O:16][C:12]=1[CH2:10][OH:9], predict the reactants needed to synthesize it. The reactants are: [H-].[Al+3].[Li+].[H-].[H-].[H-].C([O:9][C:10]([C:12]1[O:16][C:15]([C:17]2([CH3:23])[CH2:22][CH2:21][CH2:20][CH2:19][CH2:18]2)=[N:14][C:13]=1[CH3:24])=O)C.C(OCC)(=O)C.[Cl-].[NH4+]. (2) Given the product [C:39]([C@@H:37]1[CH2:38][C@@H:36]1[CH2:35][O:34][C:15]1[N:16]=[C:17]([N:19]2[CH2:24][CH2:23][CH:22]([C:25]3[C:33]4[C:28](=[N:29][CH:30]=[CH:31][CH:32]=4)[NH:27][N:26]=3)[CH2:21][CH2:20]2)[N:18]=[C:13]([CH:2]([C:1]#[N:5])[C:3]#[N:4])[N:14]=1)#[N:40], predict the reactants needed to synthesize it. The reactants are: [C:1](#[N:5])[CH2:2][C:3]#[N:4].C([O-])([O-])=O.[K+].[K+].Cl[C:13]1[N:18]=[C:17]([N:19]2[CH2:24][CH2:23][CH:22]([C:25]3[C:33]4[C:28](=[N:29][CH:30]=[CH:31][CH:32]=4)[NH:27][N:26]=3)[CH2:21][CH2:20]2)[N:16]=[C:15]([O:34][CH2:35][C@H:36]2[CH2:38][C@H:37]2[C:39]#[N:40])[N:14]=1.CCOC(C)=O.CO. (3) Given the product [NH:8]1[C:16]2[C:11](=[CH:12][CH:13]=[CH:14][CH:15]=2)[CH:10]=[C:9]1[C:17]1[CH:32]=[CH:31][C:20]2[N:21]([CH:25]3[CH2:26][CH2:27][O:28][CH2:29][CH2:30]3)[C:22]([CH3:24])=[N:23][C:19]=2[CH:18]=1, predict the reactants needed to synthesize it. The reactants are: C(OC([N:8]1[C:16]2[C:11](=[CH:12][CH:13]=[CH:14][CH:15]=2)[CH:10]=[C:9]1[C:17]1[CH:32]=[CH:31][C:20]2[N:21]([CH:25]3[CH2:30][CH2:29][O:28][CH2:27][CH2:26]3)[C:22]([CH3:24])=[N:23][C:19]=2[CH:18]=1)=O)(C)(C)C.